Dataset: Full USPTO retrosynthesis dataset with 1.9M reactions from patents (1976-2016). Task: Predict the reactants needed to synthesize the given product. (1) Given the product [CH3:39][C:24]([NH:23][CH2:22][CH:21]([C:18]1[CH:19]=[CH:20][C:15]([OH:14])=[C:16]([NH:41][S:42]([CH3:45])(=[O:44])=[O:43])[CH:17]=1)[OH:40])([CH3:38])[CH2:25][CH2:26][N:27]1[CH:31]=[C:30]([C:32]2[CH:33]=[CH:34][CH:35]=[CH:36][CH:37]=2)[N:29]=[CH:28]1, predict the reactants needed to synthesize it. The reactants are: C([O-])(=O)C([O-])=O.C([O:14][C:15]1[CH:20]=[CH:19][C:18]([CH:21]([OH:40])[CH2:22][NH:23][C:24]([CH3:39])([CH3:38])[CH2:25][CH2:26][N:27]2[CH:31]=[C:30]([C:32]3[CH:37]=[CH:36][CH:35]=[CH:34][CH:33]=3)[N:29]=[CH:28]2)=[CH:17][C:16]=1[NH:41][S:42]([CH3:45])(=[O:44])=[O:43])C1C=CC=CC=1.[H][H]. (2) Given the product [F:1][C:2]1[CH:3]=[C:4]([CH2:5][N:6]2[CH2:7][CH:8]([C:10]([OH:12])=[O:11])[CH2:9]2)[CH:15]=[CH:16][C:17]=1[C:18]1[O:19][C:20]2[CH:26]=[CH:25][C:24]([CH2:27][C:28]3[CH:33]=[CH:32][CH:31]=[CH:30][N:29]=3)=[CH:23][C:21]=2[CH:22]=1.[CH2:5]([NH2+:6][CH2:7][CH3:8])[CH3:4], predict the reactants needed to synthesize it. The reactants are: [F:1][C:2]1[CH:3]=[C:4]([CH:15]=[CH:16][C:17]=1[C:18]1[O:19][C:20]2[CH:26]=[CH:25][C:24]([CH2:27][C:28]3[CH:33]=[CH:32][CH:31]=[CH:30][N:29]=3)=[CH:23][C:21]=2[CH:22]=1)[CH2:5][N:6]1[CH2:9][CH:8]([C:10]([O:12]CC)=[O:11])[CH2:7]1.[Li+].[OH-].Cl.